From a dataset of Forward reaction prediction with 1.9M reactions from USPTO patents (1976-2016). Predict the product of the given reaction. (1) Given the reactants [F:1][C:2]1[C:10]([F:11])=[CH:9][CH:8]=[CH:7][C:3]=1[C:4](O)=[O:5].Cl.[CH3:13][NH:14][O:15][CH3:16].C(Cl)(=O)C(Cl)=O, predict the reaction product. The product is: [F:1][C:2]1[C:10]([F:11])=[CH:9][CH:8]=[CH:7][C:3]=1[C:4]([N:14]([O:15][CH3:16])[CH3:13])=[O:5]. (2) Given the reactants [C:1]([C:3]1[CH:4]=[C:5]([CH:9]=[CH:10][C:11]=1[O:12][CH:13]([CH3:15])[CH3:14])[C:6]([OH:8])=O)#[N:2].C(Cl)CCl.C1C=CC2N(O)N=NC=2C=1.[Cl:30][C:31]1[CH:36]=[C:35]([O:37][CH2:38][O:39][CH2:40][CH2:41][Si:42]([CH3:45])([CH3:44])[CH3:43])[CH:34]=[CH:33][C:32]=1[C:46](=[NH:49])[NH:47]O, predict the reaction product. The product is: [Cl:30][C:31]1[CH:36]=[C:35]([O:37][CH2:38][O:39][CH2:40][CH2:41][Si:42]([CH3:45])([CH3:43])[CH3:44])[CH:34]=[CH:33][C:32]=1[C:46]1[N:49]=[C:6]([C:5]2[CH:9]=[CH:10][C:11]([O:12][CH:13]([CH3:15])[CH3:14])=[C:3]([CH:4]=2)[C:1]#[N:2])[O:8][N:47]=1.